The task is: Predict the product of the given reaction.. This data is from Forward reaction prediction with 1.9M reactions from USPTO patents (1976-2016). Given the reactants B.C1COCC1.[CH3:7][N:8]([CH3:17])[C:9](=O)[C:10]1[CH:15]=[CH:14][CH:13]=[CH:12][CH:11]=1.CO, predict the reaction product. The product is: [CH3:7][N:8]([CH3:17])[CH2:9][C:10]1[CH:15]=[CH:14][CH:13]=[CH:12][CH:11]=1.